The task is: Regression. Given a peptide amino acid sequence and an MHC pseudo amino acid sequence, predict their binding affinity value. This is MHC class II binding data.. This data is from Peptide-MHC class II binding affinity with 134,281 pairs from IEDB. (1) The peptide sequence is YGIAAENVIDVKLVD. The MHC is HLA-DPA10201-DPB11401 with pseudo-sequence HLA-DPA10201-DPB11401. The binding affinity (normalized) is 0.215. (2) The peptide sequence is VNTLHFLTRGKNIQL. The MHC is DRB1_0101 with pseudo-sequence DRB1_0101. The binding affinity (normalized) is 0.667. (3) The peptide sequence is DTFRKLFRVYSNFLR. The MHC is DRB5_0101 with pseudo-sequence DRB5_0101. The binding affinity (normalized) is 0.699. (4) The peptide sequence is STVASAQIHLYYN. The MHC is HLA-DPA10201-DPB10101 with pseudo-sequence HLA-DPA10201-DPB10101. The binding affinity (normalized) is 0.286. (5) The peptide sequence is KLIEDINVGFKAAVA. The MHC is DRB1_0701 with pseudo-sequence DRB1_0701. The binding affinity (normalized) is 0.422. (6) The MHC is DRB3_0101 with pseudo-sequence DRB3_0101. The peptide sequence is RQHGSEEWEPLTKKG. The binding affinity (normalized) is 0. (7) The peptide sequence is DSVTPMILKAQKGGNL. The MHC is DRB5_0101 with pseudo-sequence DRB5_0101. The binding affinity (normalized) is 0.304. (8) The peptide sequence is VKLVDANGKLHDKKS. The MHC is HLA-DQA10101-DQB10501 with pseudo-sequence HLA-DQA10101-DQB10501. The binding affinity (normalized) is 0.